Regression. Given a peptide amino acid sequence and an MHC pseudo amino acid sequence, predict their binding affinity value. This is MHC class I binding data. From a dataset of Peptide-MHC class I binding affinity with 185,985 pairs from IEDB/IMGT. (1) The peptide sequence is VELGSGNSF. The MHC is HLA-A31:01 with pseudo-sequence HLA-A31:01. The binding affinity (normalized) is 0.0847. (2) The peptide sequence is GTFSAPLPI. The MHC is Patr-B0101 with pseudo-sequence Patr-B0101. The binding affinity (normalized) is 0.950. (3) The peptide sequence is KTQAIDGEFR. The MHC is HLA-A31:01 with pseudo-sequence HLA-A31:01. The binding affinity (normalized) is 0.869. (4) The peptide sequence is SRLPGPSDTPI. The MHC is Mamu-B17 with pseudo-sequence Mamu-B17. The binding affinity (normalized) is 0. (5) The peptide sequence is LTTIAYQEDE. The MHC is H-2-Db with pseudo-sequence H-2-Db. The binding affinity (normalized) is 0. (6) The peptide sequence is VIGLSGDSER. The MHC is HLA-A68:01 with pseudo-sequence HLA-A68:01. The binding affinity (normalized) is 0.519. (7) The peptide sequence is LMWLSYFVA. The MHC is HLA-A02:01 with pseudo-sequence HLA-A02:01. The binding affinity (normalized) is 0.774. (8) The MHC is Mamu-A01 with pseudo-sequence Mamu-A01. The binding affinity (normalized) is 0.570. The peptide sequence is ITPRCMVDYPY. (9) The peptide sequence is IVLSHILPL. The MHC is HLA-B27:03 with pseudo-sequence HLA-B27:03. The binding affinity (normalized) is 0.0847. (10) The peptide sequence is NLGDKQDTF. The MHC is HLA-A31:01 with pseudo-sequence HLA-A31:01. The binding affinity (normalized) is 0.0847.